From a dataset of TCR-epitope binding with 47,182 pairs between 192 epitopes and 23,139 TCRs. Binary Classification. Given a T-cell receptor sequence (or CDR3 region) and an epitope sequence, predict whether binding occurs between them. (1) The epitope is KAFSPEVIPMF. The TCR CDR3 sequence is CASRYGLAGSDTQYF. Result: 0 (the TCR does not bind to the epitope). (2) The epitope is YSEHPTFTSQY. The TCR CDR3 sequence is CSAEDTSGITDTQYF. Result: 1 (the TCR binds to the epitope). (3) The epitope is KLWAQCVQL. The TCR CDR3 sequence is CSAIGPGRFETQYF. Result: 0 (the TCR does not bind to the epitope). (4) The epitope is GILGFVFTL. The TCR CDR3 sequence is CASSIRSEDTQYF. Result: 1 (the TCR binds to the epitope). (5) The epitope is RPPIFIRRL. The TCR CDR3 sequence is CASNDGELFF. Result: 0 (the TCR does not bind to the epitope).